Dataset: Forward reaction prediction with 1.9M reactions from USPTO patents (1976-2016). Task: Predict the product of the given reaction. Given the reactants [H-].[Na+].[C:3]([N:6]1[C:10]2[CH:11]=[CH:12][CH:13]=[CH:14][C:9]=2[NH:8][C:7]1=[O:15])([CH3:5])=[CH2:4].[Br:16][CH2:17][CH2:18][CH2:19][Cl:20].O, predict the reaction product. The product is: [Br:16][CH2:17][CH2:18][CH2:19][N:8]1[C:9]2[CH:14]=[CH:13][CH:12]=[CH:11][C:10]=2[N:6]([C:3]([CH3:5])=[CH2:4])[C:7]1=[O:15].[Cl:20][CH2:19][CH2:18][CH2:17][N:8]1[C:9]2[CH:14]=[CH:13][CH:12]=[CH:11][C:10]=2[N:6]([C:3]([CH3:5])=[CH2:4])[C:7]1=[O:15].